From a dataset of Reaction yield outcomes from USPTO patents with 853,638 reactions. Predict the reaction yield, written as a fraction of the theoretical maximum amount of product (1.0 means a 100% yield; for example, 0.34 means a 34% yield). (1) The reactants are Cl[C:2]1[C:11]2[C:6](=[CH:7][C:8]([O:14][CH2:15][CH:16]3[CH2:21][CH2:20][N:19]([CH3:22])[CH2:18][CH2:17]3)=[C:9]([O:12][CH3:13])[CH:10]=2)[N:5]=[CH:4][N:3]=1.[OH:23][C:24]1[CH:25]=[C:26]2[C:30](=[CH:31][CH:32]=1)[NH:29][CH:28]=[CH:27]2.C(=O)([O-])[O-].[K+].[K+].O. The catalyst is CN(C=O)C. The product is [NH:29]1[C:30]2[C:26](=[CH:25][C:24]([O:23][C:2]3[C:11]4[C:6](=[CH:7][C:8]([O:14][CH2:15][CH:16]5[CH2:21][CH2:20][N:19]([CH3:22])[CH2:18][CH2:17]5)=[C:9]([O:12][CH3:13])[CH:10]=4)[N:5]=[CH:4][N:3]=3)=[CH:32][CH:31]=2)[CH:27]=[CH:28]1. The yield is 0.640. (2) The yield is 0.630. The product is [N:20]1[CH:21]=[CH:22][CH:23]=[N:24][C:19]=1[C:11]1[CH:10]=[C:9]([CH:14]=[CH:13][CH:12]=1)[CH:7]=[O:8]. The catalyst is O.COCCOC.ClCCl.C1C=CC([P]([Pd]([P](C2C=CC=CC=2)(C2C=CC=CC=2)C2C=CC=CC=2)([P](C2C=CC=CC=2)(C2C=CC=CC=2)C2C=CC=CC=2)[P](C2C=CC=CC=2)(C2C=CC=CC=2)C2C=CC=CC=2)(C2C=CC=CC=2)C2C=CC=CC=2)=CC=1. The reactants are C([O-])([O-])=O.[Na+].[Na+].[CH:7]([C:9]1[CH:10]=[C:11](B(O)O)[CH:12]=[CH:13][CH:14]=1)=[O:8].Br[C:19]1[N:24]=[CH:23][CH:22]=[CH:21][N:20]=1. (3) The reactants are [F:1][C:2]1[CH:3]=[C:4]([CH:25]=[CH:26][CH:27]=1)[CH2:5][O:6][C:7]1[CH:16]=[C:15]2[C:10]([C:11](=[O:24])[N:12]([CH2:20][C:21]([NH2:23])=O)[C:13]([CH:17]([CH3:19])[CH3:18])=[N:14]2)=[CH:9][CH:8]=1.C(=O)([O-])O.[Na+]. The catalyst is CN(C)C=O.ClCCl. The product is [F:1][C:2]1[CH:3]=[C:4]([CH:25]=[CH:26][CH:27]=1)[CH2:5][O:6][C:7]1[CH:16]=[C:15]2[C:10]([C:11](=[O:24])[N:12]([CH2:20][C:21]#[N:23])[C:13]([CH:17]([CH3:19])[CH3:18])=[N:14]2)=[CH:9][CH:8]=1. The yield is 0.550. (4) The reactants are [Br:1][C:2]1[CH:10]=[C:9]([C:11]([OH:13])=O)[CH:8]=[CH:7][C:3]=1[C:4]([OH:6])=[O:5].[C:14]([O-])([O-])=O.[K+].[K+].CI.CN([CH:25]=[O:26])C. The catalyst is C(Cl)Cl. The product is [Br:1][C:2]1[CH:10]=[C:9]([C:11]([O:26][CH3:25])=[O:13])[CH:8]=[CH:7][C:3]=1[C:4]([O:6][CH3:14])=[O:5]. The yield is 0.800. (5) The reactants are [CH3:1][O:2][C:3]1[CH:8]=[CH:7][CH:6]=[C:5]([O:9][CH3:10])[N:4]=1.[Li]CCCC.[C:16]([O:20][C:21]([N:23]1[CH2:28][CH2:27][C:26](=[C:29](Br)[C:30]2[CH:35]=[CH:34][CH:33]=[CH:32][CH:31]=2)[CH2:25][CH2:24]1)=[O:22])([CH3:19])([CH3:18])[CH3:17]. The catalyst is C1COCC1.[Br-].[Zn+2].[Br-].C1C=CC([P]([Pd]([P](C2C=CC=CC=2)(C2C=CC=CC=2)C2C=CC=CC=2)([P](C2C=CC=CC=2)(C2C=CC=CC=2)C2C=CC=CC=2)[P](C2C=CC=CC=2)(C2C=CC=CC=2)C2C=CC=CC=2)(C2C=CC=CC=2)C2C=CC=CC=2)=CC=1. The product is [C:16]([O:20][C:21]([N:23]1[CH2:24][CH2:25][C:26](=[C:29]([C:30]2[CH:31]=[CH:32][CH:33]=[CH:34][CH:35]=2)[C:8]2[C:3]([O:2][CH3:1])=[N:4][C:5]([O:9][CH3:10])=[CH:6][CH:7]=2)[CH2:27][CH2:28]1)=[O:22])([CH3:19])([CH3:17])[CH3:18]. The yield is 0.480. (6) The reactants are [CH3:1][N:2]([CH3:8])[C@@H:3]1[CH2:7][CH2:6][NH:5][CH2:4]1.FC(F)(F)C(O)=O.[OH:16][C:17]1[CH:26]=[C:25](F)[CH:24]=[C:23]2[C:18]=1[C:19](=[O:28])[NH:20][CH:21]=[N:22]2.CO. The catalyst is CN1C(=O)CCC1. The product is [OH:16][C:17]1[CH:26]=[C:25]([N:5]2[CH2:6][CH2:7][C@@H:3]([N:2]([CH3:8])[CH3:1])[CH2:4]2)[CH:24]=[C:23]2[C:18]=1[C:19](=[O:28])[NH:20][CH:21]=[N:22]2. The yield is 0.410. (7) The reactants are [Cl:1][C:2]1[C:3]([O:13][CH:14]([C:19]2[CH:20]=[N:21][CH:22]=[CH:23][CH:24]=2)[C:15]([F:18])([F:17])[F:16])=[N:4][C:5]2[C:10]([N:11]=1)=[CH:9][C:8](N)=[CH:7][CH:6]=2.N([O-])=O.[Na+].NC(N)=O.[I-:33].[K+].C(=O)(O)[O-].[Na+].S([O-])([O-])(=O)=S.[Na+].[Na+]. The catalyst is Cl.O. The product is [Cl:1][C:2]1[C:3]([O:13][CH:14]([C:19]2[CH:20]=[N:21][CH:22]=[CH:23][CH:24]=2)[C:15]([F:18])([F:17])[F:16])=[N:4][C:5]2[C:10]([N:11]=1)=[CH:9][C:8]([I:33])=[CH:7][CH:6]=2. The yield is 0.330. (8) The reactants are [C:1]([N:4]1[CH2:9][CH2:8][N:7]([C:10]2[CH:15]=[CH:14][C:13]([N+:16]([O-])=O)=[CH:12][N:11]=2)[CH2:6][CH2:5]1)(=[O:3])[CH3:2].[H][H]. The catalyst is [Pt].C(O)C. The product is [C:1]([N:4]1[CH2:5][CH2:6][N:7]([C:10]2[N:11]=[CH:12][C:13]([NH2:16])=[CH:14][CH:15]=2)[CH2:8][CH2:9]1)(=[O:3])[CH3:2]. The yield is 1.00. (9) The reactants are Cl.[F:2][C:3]1[CH:11]=[C:10]2[C:6]([C:7]([C:21]3[CH:22]=[N:23][N:24]([CH:26]4[CH2:31][CH2:30][NH:29][CH2:28][CH2:27]4)[CH:25]=3)=[CH:8][N:9]2[S:12]([C:15]2[CH:20]=[CH:19][CH:18]=[CH:17][CH:16]=2)(=[O:14])=[O:13])=[CH:5][CH:4]=1.C([O-])([O-])=O.[K+].[K+].Br[CH2:39][CH2:40][OH:41]. The catalyst is CN(C=O)C. The product is [F:2][C:3]1[CH:11]=[C:10]2[C:6]([C:7]([C:21]3[CH:22]=[N:23][N:24]([CH:26]4[CH2:31][CH2:30][N:29]([CH2:39][CH2:40][OH:41])[CH2:28][CH2:27]4)[CH:25]=3)=[CH:8][N:9]2[S:12]([C:15]2[CH:16]=[CH:17][CH:18]=[CH:19][CH:20]=2)(=[O:13])=[O:14])=[CH:5][CH:4]=1. The yield is 0.690. (10) The reactants are [Br:1]Br.[OH:3][C:4]1[CH:13]=[CH:12][C:7]([C:8]([O:10][CH3:11])=[O:9])=[CH:6][CH:5]=1.S(S([O-])=O)([O-])(=O)=O.[Na+].[Na+].CO. The catalyst is C(Cl)Cl.O. The product is [Br:1][C:13]1[CH:12]=[C:7]([CH:6]=[CH:5][C:4]=1[OH:3])[C:8]([O:10][CH3:11])=[O:9]. The yield is 0.940.